Dataset: Peptide-MHC class I binding affinity with 185,985 pairs from IEDB/IMGT. Task: Regression. Given a peptide amino acid sequence and an MHC pseudo amino acid sequence, predict their binding affinity value. This is MHC class I binding data. (1) The MHC is HLA-A30:02 with pseudo-sequence HLA-A30:02. The peptide sequence is QAAESNERY. The binding affinity (normalized) is 0.260. (2) The binding affinity (normalized) is 0.308. The peptide sequence is NHHPRARSM. The MHC is HLA-B35:01 with pseudo-sequence HLA-B35:01. (3) The peptide sequence is VKDSSLLNNQF. The MHC is H-2-Kb with pseudo-sequence H-2-Kb. The binding affinity (normalized) is 0.126. (4) The peptide sequence is ILAAELKCF. The MHC is HLA-B07:02 with pseudo-sequence HLA-B07:02. The binding affinity (normalized) is 0.0981.